This data is from Full USPTO retrosynthesis dataset with 1.9M reactions from patents (1976-2016). The task is: Predict the reactants needed to synthesize the given product. (1) Given the product [F:8][C:5]1[CH:6]=[CH:7][C:2]([C:10]2[O:9][CH:13]=[CH:12][CH:11]=2)=[CH:3][CH:4]=1, predict the reactants needed to synthesize it. The reactants are: Br[C:2]1[CH:7]=[CH:6][C:5]([F:8])=[CH:4][CH:3]=1.[O:9]1[CH:13]=[CH:12][CH:11]=[C:10]1B(O)O.[O-]P([O-])([O-])=O.[K+].[K+].[K+]. (2) Given the product [ClH:22].[CH3:1][C@@H:2]1[O:6][C:5](=[O:7])[N:4]([CH:8]2[CH2:13][CH2:12][NH:11][CH2:10][CH2:9]2)[C:3]1=[O:21], predict the reactants needed to synthesize it. The reactants are: [CH3:1][C@@H:2]1[O:6][C:5](=[O:7])[N:4]([CH:8]2[CH2:13][CH2:12][N:11](C(OC(C)(C)C)=O)[CH2:10][CH2:9]2)[C:3]1=[O:21].[ClH:22].O1CCOCC1. (3) Given the product [CH3:9][C:4]1[CH:3]=[C:2]([CH:7]=[CH:6][C:5]=1[O:8][C:12]1[CH:17]=[CH:16][N:15]=[CH:14][CH:13]=1)[NH2:1], predict the reactants needed to synthesize it. The reactants are: [NH2:1][C:2]1[CH:7]=[CH:6][C:5]([OH:8])=[C:4]([CH3:9])[CH:3]=1.Cl.Cl[C:12]1[CH:17]=[CH:16][N:15]=[CH:14][CH:13]=1.CC(C)([O-])C.[K+].CN1C(=O)N(C)CCC1. (4) Given the product [CH3:1][O:2][C:3]1[C:12]2[C:7](=[CH:8][CH:9]=[CH:10][CH:11]=2)[N+:6]([O-:21])=[CH:5][CH:4]=1, predict the reactants needed to synthesize it. The reactants are: [CH3:1][O:2][C:3]1[C:12]2[C:7](=[CH:8][CH:9]=[CH:10][CH:11]=2)[N:6]=[CH:5][CH:4]=1.ClC1C=CC=C(C(OO)=[O:21])C=1.C(=O)([O-])O.[Na+].